From a dataset of TCR-epitope binding with 47,182 pairs between 192 epitopes and 23,139 TCRs. Binary Classification. Given a T-cell receptor sequence (or CDR3 region) and an epitope sequence, predict whether binding occurs between them. The epitope is IPSINVHHY. The TCR CDR3 sequence is CASNPGTGADEQYF. Result: 1 (the TCR binds to the epitope).